From a dataset of Reaction yield outcomes from USPTO patents with 853,638 reactions. Predict the reaction yield, written as a fraction of the theoretical maximum amount of product (1.0 means a 100% yield; for example, 0.34 means a 34% yield). (1) The reactants are [F:1][C:2]([F:28])([F:27])[C:3]1[N:26]=[CH:25][C:6]2[CH2:7][N:8](C(OC(C)(C)C)=O)[N:9](C(OC(C)(C)C)=O)[CH2:10][C:5]=2[CH:4]=1.[ClH:29].O1CCOCC1. No catalyst specified. The product is [ClH:29].[F:27][C:2]([F:1])([F:28])[C:3]1[N:26]=[CH:25][C:6]2[CH2:7][NH:8][NH:9][CH2:10][C:5]=2[CH:4]=1. The yield is 1.00. (2) The reactants are [CH2:1]([OH:8])[C:2]1[CH:7]=[CH:6][CH:5]=[CH:4][CH:3]=1.N1C=CC=CC=1.[Cl:15][CH:16]([CH3:20])[C:17](Cl)=[O:18]. The catalyst is C(Cl)Cl. The product is [Cl:15][CH:16]([CH3:20])[C:17]([O:8][CH2:1][C:2]1[CH:7]=[CH:6][CH:5]=[CH:4][CH:3]=1)=[O:18]. The yield is 0.900. (3) The reactants are [CH3:1][O:2][C:3]1[CH:25]=[CH:24][C:6]([CH2:7][N:8]2[C:12]3[N:13]([C@@H:19]([CH3:23])[CH2:20][O:21][CH3:22])[CH2:14][CH:15]=[CH:16][C:17](=[O:18])[C:11]=3[CH:10]=[N:9]2)=[CH:5][CH:4]=1.C([O-])=O.[NH4+]. The catalyst is CO.[OH-].[OH-].[Pd+2]. The product is [CH3:1][O:2][C:3]1[CH:4]=[CH:5][C:6]([CH2:7][N:8]2[C:12]3[N:13]([C@@H:19]([CH3:23])[CH2:20][O:21][CH3:22])[CH2:14][CH2:15][CH2:16][C:17](=[O:18])[C:11]=3[CH:10]=[N:9]2)=[CH:24][CH:25]=1. The yield is 0.850. (4) The reactants are Cl.Cl.[NH:3]1[CH2:6][CH:5]([C:7]2[C:8]([O:28][CH3:29])=[C:9]([CH:15]([N:17]3[C:21]4=[N:22][CH:23]=[N:24][C:25]([NH2:26])=[C:20]4[C:19]([CH3:27])=[N:18]3)[CH3:16])[CH:10]=[C:11]([Cl:14])[C:12]=2[F:13])[CH2:4]1.[CH3:30][C:31]([CH3:33])=O.C(N(CC)CC)C.C(O[BH-](OC(=O)C)OC(=O)C)(=O)C.[Na+]. The catalyst is C(Cl)Cl. The product is [Cl:14][C:11]1[C:12]([F:13])=[C:7]([CH:5]2[CH2:4][N:3]([CH:31]([CH3:33])[CH3:30])[CH2:6]2)[C:8]([O:28][CH3:29])=[C:9]([CH:15]([N:17]2[C:21]3=[N:22][CH:23]=[N:24][C:25]([NH2:26])=[C:20]3[C:19]([CH3:27])=[N:18]2)[CH3:16])[CH:10]=1. The yield is 1.00. (5) The reactants are [C:1]([NH:4][NH:5][C:6](=O)[C:7]1[CH:12]=[CH:11][C:10]([O:13][C:14]2[CH:19]=[C:18]([C:20]3[NH:21][C:22]([C:25]4[S:26][CH:27]=[CH:28][N:29]=4)=[CH:23][CH:24]=3)[CH:17]=[C:16]([O:30][C@@H:31]([CH3:35])[CH2:32][O:33][CH3:34])[CH:15]=2)=[C:9]([F:36])[CH:8]=1)(=O)[CH3:2].COC1C=CC(P2(=S)SP(=S)(C3C=CC(OC)=CC=3)[S:47]2)=CC=1.N1C=CC=CC=1. The catalyst is C1(C)C=CC=CC=1.C(#N)C. The product is [F:36][C:9]1[CH:8]=[C:7]([C:6]2[S:47][C:1]([CH3:2])=[N:4][N:5]=2)[CH:12]=[CH:11][C:10]=1[O:13][C:14]1[CH:19]=[C:18]([C:20]2[NH:21][C:22]([C:25]3[S:26][CH:27]=[CH:28][N:29]=3)=[CH:23][CH:24]=2)[CH:17]=[C:16]([O:30][C@@H:31]([CH3:35])[CH2:32][O:33][CH3:34])[CH:15]=1. The yield is 0.700. (6) The reactants are [F:1][C:2]1[CH:30]=[CH:29][C:5]2[CH:6]=[C:7]([C:9]3[C:18]([N:19]4[CH2:23][CH2:22][CH2:21][C@@H:20]4[CH3:24])=[N:17][C:16]4[C:11](=[CH:12][CH:13]=[C:14]([C:25]([O:27]C)=[O:26])[CH:15]=4)[N:10]=3)[O:8][C:4]=2[CH:3]=1.[OH-].[Na+]. The catalyst is CO.O. The product is [F:1][C:2]1[CH:30]=[CH:29][C:5]2[CH:6]=[C:7]([C:9]3[C:18]([N:19]4[CH2:23][CH2:22][CH2:21][C@@H:20]4[CH3:24])=[N:17][C:16]4[C:11](=[CH:12][CH:13]=[C:14]([C:25]([OH:27])=[O:26])[CH:15]=4)[N:10]=3)[O:8][C:4]=2[CH:3]=1. The yield is 0.520. (7) The reactants are [CH3:1][C:2]1[CH:7]=[C:6]([C:8]([F:11])([F:10])[F:9])[C:5]([N+:12]([O-:14])=[O:13])=[CH:4][C:3]=1[N+:15]([O-:17])=[O:16].C[C:19]([N:21]([CH3:23])[CH3:22])=O. The catalyst is CN(C=O)C. The product is [N+:15]([C:3]1[CH:4]=[C:5]([N+:12]([O-:14])=[O:13])[C:6]([C:8]([F:10])([F:11])[F:9])=[CH:7][C:2]=1/[CH:1]=[CH:19]/[N:21]([CH3:23])[CH3:22])([O-:17])=[O:16]. The yield is 0.860. (8) The reactants are [F:1][C:2]1[CH:3]=[C:4](B(O)O)[CH:5]=[CH:6][CH:7]=1.Cl[C:12]1[CH:13]=[CH:14][C:15]2[N:16]([C:18]([CH2:21][O:22][C:23]3[C:32]4[C:27](=[CH:28][C:29]([O:33][CH3:34])=[CH:30][CH:31]=4)[N:26]=[CH:25][CH:24]=3)=[N:19][N:20]=2)[N:17]=1.C(=O)([O-])[O-].[K+].[K+]. The catalyst is CN(C)C=O.O.C1C=CC(P(C2C=CC=CC=2)[C-]2C=CC=C2)=CC=1.C1C=CC(P(C2C=CC=CC=2)[C-]2C=CC=C2)=CC=1.Cl[Pd]Cl.[Fe+2].C(Cl)Cl. The product is [F:1][C:2]1[CH:3]=[C:4]([C:12]2[CH:13]=[CH:14][C:15]3[N:16]([C:18]([CH2:21][O:22][C:23]4[C:32]5[C:27](=[CH:28][C:29]([O:33][CH3:34])=[CH:30][CH:31]=5)[N:26]=[CH:25][CH:24]=4)=[N:19][N:20]=3)[N:17]=2)[CH:5]=[CH:6][CH:7]=1. The yield is 0.440. (9) The reactants are O=C1CCC(=O)N1[O:8][C:9](=O)[CH2:10][C:11]#[N:12].[CH3:14][N:15]([C@@H:33]1[CH2:38][CH2:37][CH2:36][NH:35][CH2:34]1)[C:16]1[CH:21]=[CH:20][N:19]=[C:18]([C:22]2[N:26]3[CH:27]=[C:28]([C:31]#[N:32])[CH:29]=[CH:30][C:25]3=[N:24][CH:23]=2)[N:17]=1. The catalyst is C(O)C. The product is [C:11]([CH2:10][C:9]([N:35]1[CH2:36][CH2:37][CH2:38][C@@H:33]([N:15]([CH3:14])[C:16]2[CH:21]=[CH:20][N:19]=[C:18]([C:22]3[N:26]4[CH:27]=[C:28]([C:31]#[N:32])[CH:29]=[CH:30][C:25]4=[N:24][CH:23]=3)[N:17]=2)[CH2:34]1)=[O:8])#[N:12]. The yield is 0.360.